Task: Predict the product of the given reaction.. Dataset: Forward reaction prediction with 1.9M reactions from USPTO patents (1976-2016) (1) The product is: [CH:16]1[CH:17]=[CH:18][C:13]([C@@H:19]2[N:20]([C:1]([O:39][C@@H:33]3[CH:34]4[CH2:37][CH2:38][N:31]([CH2:36][CH2:35]4)[CH2:32]3)=[O:2])[CH2:21][CH2:22][C:23]3[CH:24]=[CH:25][CH:26]=[CH:27][C:28]2=3)=[CH:14][CH:15]=1. Given the reactants [C:1](N1C=CN=C1)(N1C=CN=C1)=[O:2].[C:13]1([C@H:19]2[C:28]3[C:23](=[CH:24][CH:25]=[CH:26][CH:27]=3)[CH2:22][CH2:21][NH:20]2)[CH:18]=[CH:17][CH:16]=[CH:15][CH:14]=1.[H-].[Na+].[N:31]12[CH2:38][CH2:37][CH:34]([CH2:35][CH2:36]1)[C@@H:33]([OH:39])[CH2:32]2, predict the reaction product. (2) Given the reactants [C:1]([O:5][C:6]([NH:8][C@H:9]1[CH2:14][CH2:13][C@H:12]([N:15]([CH2:38][CH3:39])[C:16]2[C:17]([CH3:37])=[C:18]([C:33]([O:35][CH3:36])=[O:34])[CH:19]=[C:20]([C:22]3[CH:27]=[CH:26][C:25]([O:28][CH2:29][CH2:30][O:31][CH3:32])=[CH:24][CH:23]=3)[CH:21]=2)[CH2:11][CH2:10]1)=[O:7])([CH3:4])([CH3:3])[CH3:2].[H-].[Na+].[CH3:42]I, predict the reaction product. The product is: [C:1]([O:5][C:6]([N:8]([CH3:42])[C@H:9]1[CH2:14][CH2:13][C@H:12]([N:15]([CH2:38][CH3:39])[C:16]2[C:17]([CH3:37])=[C:18]([C:33]([O:35][CH3:36])=[O:34])[CH:19]=[C:20]([C:22]3[CH:27]=[CH:26][C:25]([O:28][CH2:29][CH2:30][O:31][CH3:32])=[CH:24][CH:23]=3)[CH:21]=2)[CH2:11][CH2:10]1)=[O:7])([CH3:4])([CH3:3])[CH3:2]. (3) Given the reactants [F:1][C:2]([F:33])([F:32])[C:3]1[CH:4]=[C:5]([C:13]2([C:28]([F:31])([F:30])[F:29])[O:17][N:16]=[C:15]([C:18]3[CH:23]=[CH:22][C:21](F)=[C:20]([N+:25]([O-:27])=[O:26])[CH:19]=3)[CH2:14]2)[CH:6]=[C:7]([C:9]([F:12])([F:11])[F:10])[CH:8]=1.[NH:34]1[CH:38]=[N:37][N:36]=[N:35]1.[C:39](=[O:42])([O-])[O-].[K+].[K+].[OH2:45].C[N:47]([CH:49]=O)C, predict the reaction product. The product is: [F:32][C:2]([F:1])([F:33])[C:3]1[CH:4]=[C:5]([C:23]2([C:49]3[CH:3]([C:2]([F:1])([F:32])[F:33])[CH2:39][O:42][N:47]=3)[CH:18]=[C:19]([N:34]3[CH:38]=[N:37][NH:36][NH:35]3)[C:20]([N+:25]([O-:26])=[O:45])=[CH:21][CH2:22]2)[CH:6]=[C:7]([C:9]([F:11])([F:12])[F:10])[CH:8]=1.[F:33][C:2]([F:1])([F:32])[C:3]1[CH:4]=[C:5]([C:13]2([C:28]([F:29])([F:30])[F:31])[O:17][N:16]=[C:15]([C:18]3[CH:23]=[CH:22][C:21]([N:34]4[CH:38]=[N:37][N:36]=[N:35]4)=[C:20]([N+:25]([O-:27])=[O:26])[CH:19]=3)[CH2:14]2)[CH:6]=[C:7]([C:9]([F:10])([F:12])[F:11])[CH:8]=1.